Dataset: Reaction yield outcomes from USPTO patents with 853,638 reactions. Task: Predict the reaction yield, written as a fraction of the theoretical maximum amount of product (1.0 means a 100% yield; for example, 0.34 means a 34% yield). (1) The reactants are [CH3:1][C:2]1[CH:22]=[CH:21][C:5]2[N:6]([CH2:9][C:10]3[CH:20]=[CH:19][C:13]4[N:14]=[C:15]([S:17][CH3:18])[S:16][C:12]=4[CH:11]=3)[CH:7]=[N:8][C:4]=2[CH:3]=1.ClC1C=CC=C(C(OO)=[O:31])C=1. The catalyst is C(Cl)Cl.CCOC(C)=O. The product is [CH3:1][C:2]1[CH:22]=[CH:21][C:5]2[N:6]([CH2:9][C:10]3[CH:20]=[CH:19][C:13]4[N:14]=[C:15]([S:17]([CH3:18])=[O:31])[S:16][C:12]=4[CH:11]=3)[CH:7]=[N:8][C:4]=2[CH:3]=1. The yield is 0.890. (2) The reactants are [F:1][C:2]1[CH:3]=[C:4]([CH:7]=[CH:8][C:9]=1[CH:10]=O)[C:5]#[N:6].[CH3:12][C:13](=[O:18])[CH2:14][C:15](=[O:17])[CH3:16].C(O)(=O)C.N1CCCCC1. The catalyst is ClCCl.C1CCCCC1.C(OCC)(=O)C. The product is [C:15]([C:14]([C:13](=[O:18])[CH3:12])=[CH:10][C:9]1[CH:8]=[CH:7][C:4]([C:5]#[N:6])=[CH:3][C:2]=1[F:1])(=[O:17])[CH3:16]. The yield is 0.833. (3) The reactants are F[C:2]1[CH:7]=[CH:6][CH:5]=[CH:4][C:3]=1[N+:8]([O-:10])=[O:9].[OH:11][C:12]1[CH:13]=[C:14]([CH:17]=[CH:18][CH:19]=1)[C:15]#[N:16].C([O-])([O-])=O.[K+].[K+]. The catalyst is CN(C=O)C.CCOC(C)=O. The product is [N+:8]([C:3]1[CH:4]=[CH:5][CH:6]=[CH:7][C:2]=1[O:11][C:12]1[CH:13]=[C:14]([CH:17]=[CH:18][CH:19]=1)[C:15]#[N:16])([O-:10])=[O:9]. The yield is 0.990. (4) The reactants are [CH3:1][C:2]1[CH:3]=[CH:4][C:5]2[O:9][C:8]([C:10]3[CH:15]=[CH:14][C:13]([NH2:16])=[CH:12][CH:11]=3)=[N:7][C:6]=2[CH:17]=1.[Br:18]Br. The catalyst is C(O)(=O)C. The product is [Br:18][C:14]1[CH:15]=[C:10]([C:8]2[O:9][C:5]3[CH:4]=[CH:3][C:2]([CH3:1])=[CH:17][C:6]=3[N:7]=2)[CH:11]=[CH:12][C:13]=1[NH2:16]. The yield is 0.740. (5) The reactants are C([O:8][C:9]1[C:13]([O:14]CC2C=CC=CC=2)=[C:12]([C:22](=[O:26])[N:23]([CH3:25])[CH3:24])[N:11]([C:27]2[CH:32]=[CH:31][C:30]([O:33][CH3:34])=[CH:29][CH:28]=2)[C:10]=1[C:35]([O:37][CH:38]1[CH:43]([CH3:44])[CH2:42][CH2:41][CH2:40][CH:39]1[CH3:45])=[O:36])C1C=CC=CC=1. The catalyst is CO.[Pd]. The product is [CH3:25][N:23]([CH3:24])[C:22]([C:12]1[N:11]([C:27]2[CH:32]=[CH:31][C:30]([O:33][CH3:34])=[CH:29][CH:28]=2)[C:10]([C:35]([O:37][CH:38]2[CH:43]([CH3:44])[CH2:42][CH2:41][CH2:40][CH:39]2[CH3:45])=[O:36])=[C:9]([OH:8])[C:13]=1[OH:14])=[O:26]. The yield is 0.290. (6) The reactants are [C:1]([C:5]1[O:9][N:8]=[C:7]([NH:10][C:11]([NH:13][C:14]2[CH:19]=[CH:18][CH:17]=[C:16]([S:20][C:21]3[C:30]4[C:25](=[CH:26][C:27]([O:35][CH3:36])=[C:28]([O:31][CH2:32][CH2:33]Cl)[CH:29]=4)[N:24]=[CH:23][N:22]=3)[CH:15]=2)=[O:12])[CH:6]=1)([CH3:4])([CH3:3])[CH3:2].[NH:37]1[CH2:42][CH2:41][O:40][CH2:39][CH2:38]1. No catalyst specified. The product is [C:1]([C:5]1[O:9][N:8]=[C:7]([NH:10][C:11]([NH:13][C:14]2[CH:19]=[CH:18][CH:17]=[C:16]([S:20][C:21]3[C:30]4[C:25](=[CH:26][C:27]([O:35][CH3:36])=[C:28]([O:31][CH2:32][CH2:33][N:37]5[CH2:42][CH2:41][O:40][CH2:39][CH2:38]5)[CH:29]=4)[N:24]=[CH:23][N:22]=3)[CH:15]=2)=[O:12])[CH:6]=1)([CH3:4])([CH3:3])[CH3:2]. The yield is 0.130. (7) The reactants are [Cl-].O[NH3+:3].[C:4](=[O:7])([O-])[OH:5].[Na+].CS(C)=O.[CH2:13]([C:17]1[N:18]([CH2:30][C:31]2[CH:36]=[CH:35][C:34]([C:37]3[C:38]([C:43]#[N:44])=[CH:39][CH:40]=[CH:41][CH:42]=3)=[CH:33][CH:32]=2)[C:19](=[O:29])[C:20]([C:24]2[S:25][CH:26]=[CH:27][CH:28]=2)=[C:21]([CH3:23])[N:22]=1)[CH2:14][CH2:15][CH3:16]. The catalyst is O. The product is [CH2:13]([C:17]1[N:18]([CH2:30][C:31]2[CH:32]=[CH:33][C:34]([C:37]3[CH:42]=[CH:41][CH:40]=[CH:39][C:38]=3[C:43]3[NH:3][C:4](=[O:7])[O:5][N:44]=3)=[CH:35][CH:36]=2)[C:19](=[O:29])[C:20]([C:24]2[S:25][CH:26]=[CH:27][CH:28]=2)=[C:21]([CH3:23])[N:22]=1)[CH2:14][CH2:15][CH3:16]. The yield is 0.780. (8) The reactants are C1(P(C2C=CC=CC=2)C2C=CC=CC=2)C=CC=CC=1.[F:20][C:21]1[C:22]([OH:43])=[C:23]([CH:37]=[C:38]([N+:40]([O-:42])=[O:41])[CH:39]=1)[CH2:24][N:25]([CH3:36])[C:26](=[O:35])[O:27][CH2:28][C:29]1[CH:34]=[CH:33][CH:32]=[CH:31][CH:30]=1.[F:44][CH2:45][CH:46](O)[CH2:47][F:48].CC(OC(/N=N/C(OC(C)C)=O)=O)C. The catalyst is C1COCC1. The product is [F:44][CH2:45][CH:46]([O:43][C:22]1[C:21]([F:20])=[CH:39][C:38]([N+:40]([O-:42])=[O:41])=[CH:37][C:23]=1[CH2:24][N:25]([CH3:36])[C:26](=[O:35])[O:27][CH2:28][C:29]1[CH:30]=[CH:31][CH:32]=[CH:33][CH:34]=1)[CH2:47][F:48]. The yield is 1.00.